Predict the product of the given reaction. From a dataset of Forward reaction prediction with 1.9M reactions from USPTO patents (1976-2016). (1) Given the reactants [C:1]([NH:4][CH2:5][CH2:6][CH2:7][S:8]([O:11][CH2:12][C:13]([CH3:35])([CH3:34])[C@@H:14]([O:26]CC1C=CC=CC=1)[C:15]([O:17][CH2:18][CH2:19][O:20][C:21](=[O:25])[CH:22]([CH3:24])[CH3:23])=[O:16])(=[O:10])=[O:9])(=[O:3])[CH3:2].Cl, predict the reaction product. The product is: [C:1]([NH:4][CH2:5][CH2:6][CH2:7][S:8]([O:11][CH2:12][C:13]([CH3:35])([CH3:34])[C@@H:14]([OH:26])[C:15]([O:17][CH2:18][CH2:19][O:20][C:21](=[O:25])[CH:22]([CH3:23])[CH3:24])=[O:16])(=[O:10])=[O:9])(=[O:3])[CH3:2]. (2) Given the reactants ClC1N=C[C:5]([CH2:8][NH:9][C:10](=[O:32])[CH2:11][C@@H:12]2[CH2:23][CH:22]=[CH:21][CH2:20][CH2:19][C:18](=[O:24])[O:17][C@H:16]([C:25]3[CH:30]=[CH:29][CH:28]=[CH:27][CH:26]=3)[CH2:15][NH:14][C:13]2=[O:31])=CC=1.N1CC[O:36][CH2:35][CH2:34]1, predict the reaction product. The product is: [O:36]1[CH2:5][CH2:8][N:9]([C:10](=[O:32])[CH2:11][C@@H:12]2[CH2:23][CH:22]=[CH:21][CH2:20][CH2:19][C:18](=[O:24])[O:17][C@H:16]([C:25]3[CH:26]=[CH:27][CH:28]=[CH:29][CH:30]=3)[CH2:15][NH:14][C:13]2=[O:31])[CH2:34][CH2:35]1. (3) Given the reactants [CH3:1][C@H:2]1[C@@H:7]([C:8]([O:10]C)=[O:9])[CH2:6][CH2:5][CH2:4][N:3]1[C:12]([O:14][CH2:15][C:16]1[CH:21]=[CH:20][CH:19]=[CH:18][CH:17]=1)=[O:13].O.[OH-].[Li+].Cl, predict the reaction product. The product is: [CH2:15]([O:14][C:12]([N:3]1[CH2:4][CH2:5][CH2:6][C@H:7]([C:8]([OH:10])=[O:9])[C@@H:2]1[CH3:1])=[O:13])[C:16]1[CH:17]=[CH:18][CH:19]=[CH:20][CH:21]=1. (4) Given the reactants [C:1]([O:4][C@H:5]1[O:51][C@@H:50]([CH2:52][O:53][C:54](=[O:56])[CH3:55])[C@@H:45]([O:46][C:47](=[O:49])[CH3:48])[C@H:40]([O:41][C:42](=[O:44])[CH3:43])[C@@H:6]1[O:7][C@H:8]1[O:34][C@H:33]([CH2:35][O:36][C:37](=[O:39])[CH3:38])[C@@H:28]([O:29][C:30](=[O:32])[CH3:31])[C@H:23]([O:24][C:25](=[O:27])[CH3:26])[C@@H:9]1[O:10][C:11](=[O:22])[NH:12]C1C=CC([N+]([O-])=O)=CC=1)(=[O:3])[CH3:2].C1COCC1.N, predict the reaction product. The product is: [C:1]([O:4][C@H:5]1[O:51][C@@H:50]([CH2:52][O:53][C:54](=[O:56])[CH3:55])[C@@H:45]([O:46][C:47](=[O:49])[CH3:48])[C@H:40]([O:41][C:42](=[O:44])[CH3:43])[C@@H:6]1[O:7][C@H:8]1[O:34][C@H:33]([CH2:35][O:36][C:37](=[O:39])[CH3:38])[C@@H:28]([O:29][C:30](=[O:32])[CH3:31])[C@H:23]([O:24][C:25](=[O:27])[CH3:26])[C@@H:9]1[O:10][C:11](=[O:22])[NH2:12])(=[O:3])[CH3:2]. (5) Given the reactants [CH2:1]([C:4]1[N:5]=[C:6]([C@@H:26]2[C@H:30]([CH2:31][CH3:32])[CH2:29][C@H:28]([NH:33][S:34]([CH:37]3[CH2:39][CH2:38]3)(=[O:36])=[O:35])[CH2:27]2)[N:7]2[C:12]3[CH:13]=[CH:14][N:15](S(C4C=CC(C)=CC=4)(=O)=O)[C:11]=3[N:10]=[CH:9][C:8]=12)[CH:2]=C.I([O-])(=O)(=O)=O.[Na+].[BH4-].[Na+].Cl.CCN(C(C)C)C(C)C.[CH3:58][S:59](Cl)(=[O:61])=[O:60].C[S-].[Na+].OOS([O-])=O.[K+], predict the reaction product. The product is: [CH2:31]([C@H:30]1[C@@H:26]([C:6]2[N:7]3[C:12]4[CH:13]=[CH:14][NH:15][C:11]=4[N:10]=[CH:9][C:8]3=[C:4]([CH2:1][CH2:2][S:59]([CH3:58])(=[O:61])=[O:60])[N:5]=2)[CH2:27][C@@H:28]([NH:33][S:34]([CH:37]2[CH2:39][CH2:38]2)(=[O:35])=[O:36])[CH2:29]1)[CH3:32]. (6) Given the reactants C([BH3-])#N.[F:4][C:5]1[CH:55]=[CH:54][C:8]([C:9]([N:11]([CH2:18][C:19]2[CH:24]=[C:23]([C:25]3[CH:52]=[CH:51][C:28]4[N:29]([C:32]([C:45]5[CH:50]=[CH:49][CH:48]=[CH:47][CH:46]=5)([C:39]5[CH:44]=[CH:43][CH:42]=[CH:41][CH:40]=5)[C:33]5[CH:38]=[CH:37][CH:36]=[CH:35][CH:34]=5)[N:30]=[N:31][C:27]=4[CH:26]=3)[CH:22]=[CH:21][C:20]=2[F:53])[CH:12]2[CH2:17][CH2:16][NH:15][CH2:14][CH2:13]2)=[O:10])=[CH:7][CH:6]=1.C(O[C:59]1(O[Si](C)(C)C)[CH2:61][CH2:60]1)C.C(O)(=O)C, predict the reaction product. The product is: [CH:59]1([N:15]2[CH2:16][CH2:17][CH:12]([N:11]([CH2:18][C:19]3[CH:24]=[C:23]([C:25]4[CH:52]=[CH:51][C:28]5[N:29]([C:32]([C:39]6[CH:44]=[CH:43][CH:42]=[CH:41][CH:40]=6)([C:45]6[CH:46]=[CH:47][CH:48]=[CH:49][CH:50]=6)[C:33]6[CH:38]=[CH:37][CH:36]=[CH:35][CH:34]=6)[N:30]=[N:31][C:27]=5[CH:26]=4)[CH:22]=[CH:21][C:20]=3[F:53])[C:9](=[O:10])[C:8]3[CH:7]=[CH:6][C:5]([F:4])=[CH:55][CH:54]=3)[CH2:13][CH2:14]2)[CH2:61][CH2:60]1. (7) Given the reactants [CH3:1][O:2][C:3](=[O:11])[C:4]1[CH:9]=[CH:8][C:7]([NH2:10])=[N:6][CH:5]=1.ClCCl.O1CCCC1.Cl[C:21]([O:23][C:24]1[CH:29]=[CH:28][C:27]([N+:30]([O-:32])=[O:31])=[CH:26][CH:25]=1)=[O:22], predict the reaction product. The product is: [CH3:1][O:2][C:3](=[O:11])[C:4]1[CH:9]=[CH:8][C:7]([NH:10][C:21]([O:23][C:24]2[CH:25]=[CH:26][C:27]([N+:30]([O-:32])=[O:31])=[CH:28][CH:29]=2)=[O:22])=[N:6][CH:5]=1. (8) Given the reactants [CH3:1][O:2][CH2:3][O:4][C:5]1[CH:10]=[CH:9][C:8](Br)=[C:7]([O:12][CH2:13][O:14][CH3:15])[CH:6]=1.CN(C)CCN(C)C.[Li]CCCC.C[O:30][C:31]1[CH2:35][CH2:34][C:33](=O)[CH:32]=1.Cl, predict the reaction product. The product is: [CH3:15][O:14][CH2:13][O:12][C:7]1[CH:6]=[C:5]([O:4][CH2:3][O:2][CH3:1])[CH:10]=[CH:9][C:8]=1[C:33]1[CH2:34][CH2:35][C:31](=[O:30])[CH:32]=1. (9) Given the reactants [CH2:1]=[O:2].[C:3]12([CH2:13]O)[CH2:12][CH:7]3[CH2:8][CH:9]([CH2:11][CH:5]([CH2:6]3)[CH2:4]1)[CH2:10]2.[ClH:15], predict the reaction product. The product is: [Cl:15][CH2:1][O:2][CH2:13][C:3]12[CH2:12][CH:7]3[CH2:6][CH:5]([CH2:11][CH:9]([CH2:8]3)[CH2:10]1)[CH2:4]2.